Dataset: Full USPTO retrosynthesis dataset with 1.9M reactions from patents (1976-2016). Task: Predict the reactants needed to synthesize the given product. (1) Given the product [CH3:55][C:49]1[C:48]([NH:56][CH2:57][C:58]([F:61])([F:60])[F:59])=[N:47][C:46]2[C:51](=[CH:52][CH:53]=[CH:54][C:45]=2[C:39]2[NH:38][C:37]3[CH2:36][NH:35][C:42](=[O:44])[C:41]=3[CH:40]=2)[N:50]=1, predict the reactants needed to synthesize it. The reactants are: F[P-](F)(F)(F)(F)F.N1(O[P+](N2CCCC2)(N2CCCC2)N2CCCC2)C2C=CC=CC=2N=N1.Cl.[NH2:35][CH2:36][C:37]1[NH:38][C:39]([C:45]2[CH:54]=[CH:53][CH:52]=[C:51]3[C:46]=2[N:47]=[C:48]([NH:56][CH2:57][C:58]([F:61])([F:60])[F:59])[C:49]([CH3:55])=[N:50]3)=[CH:40][C:41]=1[C:42]([OH:44])=O.CCN(C(C)C)C(C)C. (2) Given the product [CH3:35][C:21]1[CH:22]=[C:23]([O:26][C:27]2[CH:32]=[CH:31][CH:30]=[C:29]([CH2:33][NH:34][C:4](=[O:6])[C:3]3[CH:7]=[CH:8][C:9]([C:11]([F:14])([F:13])[F:12])=[CH:10][C:2]=3[CH3:1])[CH:28]=2)[CH:24]=[CH:25][C:20]=1[CH2:19][CH2:18][C:17]([OH:36])=[O:16], predict the reactants needed to synthesize it. The reactants are: [CH3:1][C:2]1[CH:10]=[C:9]([C:11]([F:14])([F:13])[F:12])[CH:8]=[CH:7][C:3]=1[C:4]([OH:6])=O.C[O:16][C:17](=[O:36])[CH2:18][CH2:19][C:20]1[CH:25]=[CH:24][C:23]([O:26][C:27]2[CH:32]=[CH:31][CH:30]=[C:29]([CH2:33][NH2:34])[CH:28]=2)=[CH:22][C:21]=1[CH3:35]. (3) Given the product [F:15][C:16]([F:26])([F:27])[C:17]1[CH:18]=[C:19]([CH:23]=[CH:24][CH:25]=1)[C:20]([NH:1][CH:2]1[C:10]2[C:5](=[CH:6][CH:7]=[CH:8][CH:9]=2)[CH:4]([C:11]([O:13][CH3:14])=[O:12])[CH2:3]1)=[O:21], predict the reactants needed to synthesize it. The reactants are: [NH2:1][CH:2]1[C:10]2[C:5](=[CH:6][CH:7]=[CH:8][CH:9]=2)[CH:4]([C:11]([O:13][CH3:14])=[O:12])[CH2:3]1.[F:15][C:16]([F:27])([F:26])[C:17]1[CH:18]=[C:19]([CH:23]=[CH:24][CH:25]=1)[C:20](O)=[O:21].F[P-](F)(F)(F)(F)F.N1(OC(N(C)C)=[N+](C)C)C2N=CC=CC=2N=N1.CCN(C(C)C)C(C)C. (4) Given the product [CH2:8]([N:15]1[CH2:16][C@@H:31]([C:25]2[CH:26]=[CH:27][C:28]([F:30])=[CH:29][C:24]=2[F:23])[C@H:32]([C:33]([O:35][CH3:36])=[O:34])[CH2:2]1)[C:9]1[CH:10]=[CH:11][CH:12]=[CH:13][CH:14]=1, predict the reactants needed to synthesize it. The reactants are: F[C:2](F)(F)C(O)=O.[CH2:8]([N:15]([Si](C)(C)C)[CH2:16]OC)[C:9]1[CH:14]=[CH:13][CH:12]=[CH:11][CH:10]=1.[F:23][C:24]1[CH:29]=[C:28]([F:30])[CH:27]=[CH:26][C:25]=1/[CH:31]=[CH:32]/[C:33]([O:35][CH3:36])=[O:34].